From a dataset of Catalyst prediction with 721,799 reactions and 888 catalyst types from USPTO. Predict which catalyst facilitates the given reaction. (1) Reactant: [Br:1][CH2:2][C:3]([OH:5])=[O:4].O[N:7]1[C:11](=[O:12])[CH2:10][CH2:9][C:8]1=[O:13].C1CCC(N=C=NC2CCCCC2)CC1. Product: [Br:1][CH2:2][C:3]([O:5][N:7]1[C:11](=[O:12])[CH2:10][CH2:9][C:8]1=[O:13])=[O:4]. The catalyst class is: 2. (2) Reactant: [CH3:1][C:2]1[CH:8]=[CH:7][C:5]([NH2:6])=[CH:4][C:3]=1[N+:9]([O-:11])=[O:10].C(N(CC)CC)C.[F:19][C:20]([F:31])([F:30])[C:21]1[CH:22]=[C:23]([CH:27]=[CH:28][CH:29]=1)[C:24](Cl)=[O:25]. Product: [CH3:1][C:2]1[CH:8]=[CH:7][C:5]([NH:6][C:24](=[O:25])[C:23]2[CH:27]=[CH:28][CH:29]=[C:21]([C:20]([F:19])([F:30])[F:31])[CH:22]=2)=[CH:4][C:3]=1[N+:9]([O-:11])=[O:10]. The catalyst class is: 4. (3) Reactant: [CH3:1][C:2]1[CH:7]=[CH:6][C:5]([S:8]([O:11][CH2:12][CH:13]2[CH2:17][C:16]3[CH:18]=[CH:19][CH:20]=[C:21](Br)[C:15]=3[O:14]2)(=[O:10])=[O:9])=[CH:4][CH:3]=1.[F:23][C:24]([F:35])([F:34])[C:25]1[CH:30]=[CH:29][CH:28]=[CH:27][C:26]=1B(O)O.C(=O)([O-])[O-].[K+].[K+].CC1C=CC(S(OCC2CC3C(C4C=CC=CC=4)=CC=CC=3O2)(=O)=O)=CC=1. Product: [CH3:1][C:2]1[CH:7]=[CH:6][C:5]([S:8]([O:11][CH2:12][CH:13]2[CH2:17][C:16]3[CH:18]=[CH:19][CH:20]=[C:21]([C:26]4[CH:27]=[CH:28][CH:29]=[CH:30][C:25]=4[C:24]([F:35])([F:34])[F:23])[C:15]=3[O:14]2)(=[O:10])=[O:9])=[CH:4][CH:3]=1. The catalyst class is: 608. (4) Product: [CH3:1][C:2]([CH:4]1[C:9]([CH3:11])([CH3:10])[CH2:8][CH2:7][CH:6]=[C:5]1[CH3:12])=[O:3].[CH3:28][C:29]([C:31]1[C:36]([CH3:38])([CH3:37])[CH2:35][CH2:34][CH2:33][C:32]=1[CH3:39])=[O:30]. Reactant: [CH3:1][C:2]([CH:4]1[C:9]([CH3:11])([CH3:10])[CH2:8][CH:7]=[CH:6][CH:5]1[CH3:12])=[O:3].C[O-].[K+].C1CCCCCCCCCCC1.[CH3:28][C:29]([C@@H:31]1[C:36]([CH3:38])([CH3:37])[CH2:35][CH:34]=[CH:33][C@H:32]1[CH3:39])=[O:30]. The catalyst class is: 16. (5) Reactant: [CH:1]1([NH:4][C:5]([CH:7]2[CH:9]([CH2:10][CH2:11][CH3:12])[O:8]2)=[O:6])[CH2:3][CH2:2]1.[N-:13]=[N+:14]=[N-:15].[Na+].S([O-])([O-])(=O)=O.[Mg+2]. Product: [N:13]([CH:9]([CH2:10][CH2:11][CH3:12])[CH:7]([OH:8])[C:5]([NH:4][CH:1]1[CH2:3][CH2:2]1)=[O:6])=[N+:14]=[N-:15]. The catalyst class is: 5. (6) Reactant: [CH3:1][O:2][C:3]1[CH:8]=[CH:7][CH:6]=[CH:5][C:4]=1[C:9]1[C:17]2[C:12](=[N:13][CH:14]=[C:15]([C:18]3[CH:19]=[N:20][CH:21]=[C:22]([CH:26]=3)[C:23](O)=[O:24])[CH:16]=2)[NH:11][N:10]=1.C1[CH:32]=[CH:31][C:30]([CH2:33][NH:34]S(C2C=CC3N=NN(O)C=3C=2)(=O)=O)=CC=1.Cl.CCN=C=NCCCN(C)C.N1CCCC1. Product: [CH3:1][O:2][C:3]1[CH:8]=[CH:7][CH:6]=[CH:5][C:4]=1[C:9]1[C:17]2[C:12](=[N:13][CH:14]=[C:15]([C:18]3[CH:26]=[C:22]([C:23]([N:34]4[CH2:33][CH2:30][CH2:31][CH2:32]4)=[O:24])[CH:21]=[N:20][CH:19]=3)[CH:16]=2)[NH:11][N:10]=1. The catalyst class is: 239.